From a dataset of Reaction yield outcomes from USPTO patents with 853,638 reactions. Predict the reaction yield, written as a fraction of the theoretical maximum amount of product (1.0 means a 100% yield; for example, 0.34 means a 34% yield). (1) The reactants are [F:1][C:2]1[CH:3]=[C:4]2[C:8](=[CH:9][CH:10]=1)[NH:7][C:6]([CH3:11])=[C:5]2[CH:12]=[O:13].CO[CH:16](OC)[N:17]([CH3:19])[CH3:18].[CH3:22]N(C=O)C. No catalyst specified. The product is [CH3:16][N:17]([CH3:19])/[CH:18]=[CH:11]/[C:6]1[N:7]([CH3:22])[C:8]2[C:4]([C:5]=1[CH:12]=[O:13])=[CH:3][C:2]([F:1])=[CH:10][CH:9]=2. The yield is 0.620. (2) The reactants are [Cl:1][C:2]1[CH:7]=[N:6][C:5]2=[CH:8][N:9]([CH2:11][C:12]([NH:16][C:17](=[O:29])[C:18]3[CH:23]=[CH:22][C:21]([O:24][C:25]([F:28])([F:27])[F:26])=[CH:20][CH:19]=3)([C:14]#[N:15])[CH3:13])[N:10]=[C:4]2[CH:3]=1.[Br:30]N1C(=O)CCC1=O. The catalyst is C(#N)C. The product is [Br:30][C:8]1[N:9]([CH2:11][C:12]([NH:16][C:17](=[O:29])[C:18]2[CH:23]=[CH:22][C:21]([O:24][C:25]([F:26])([F:27])[F:28])=[CH:20][CH:19]=2)([C:14]#[N:15])[CH3:13])[N:10]=[C:4]2[CH:3]=[C:2]([Cl:1])[CH:7]=[N:6][C:5]=12. The yield is 0.800. (3) The reactants are [CH:1]1([C:4]2[NH:8][N:7]=[N:6][N:5]=2)[CH2:3][CH2:2]1.[O:9]=[S:10]1(=[O:36])[CH2:15][CH:14]=[C:13]([C:16]2[C:21]([F:22])=[CH:20][C:19]([N:23]3[CH2:27][C@H:26]([CH2:28]OS(C)(=O)=O)[O:25][C:24]3=[O:34])=[CH:18][C:17]=2[F:35])[CH2:12][CH2:11]1.CC(OC(/N=N/C(OC(C)C)=O)=O)C. No catalyst specified. The product is [O:36]=[S:10]1(=[O:9])[CH2:11][CH:12]=[C:13]([C:16]2[C:21]([F:22])=[CH:20][C:19]([N:23]3[CH2:27][CH:26]([CH2:28][N:6]4[N:7]=[N:8][C:4]([CH:1]5[CH2:3][CH2:2]5)=[N:5]4)[O:25][C:24]3=[O:34])=[CH:18][C:17]=2[F:35])[CH2:14][CH2:15]1. The yield is 0.740. (4) The yield is 0.420. The product is [NH2:1][C:2]1[CH:7]=[C:6]([Cl:8])[CH:5]=[CH:4][C:3]=1[S:9][CH2:11][C:12]1[CH:13]=[C:14]([CH:19]=[CH:20][CH:21]=1)[C:15]([O:17][CH3:18])=[O:16]. The reactants are [NH2:1][C:2]1[CH:7]=[C:6]([Cl:8])[CH:5]=[CH:4][C:3]=1[SH:9].Br[CH2:11][C:12]1[CH:13]=[C:14]([CH:19]=[CH:20][CH:21]=1)[C:15]([O:17][CH3:18])=[O:16].C([O-])([O-])=O.[K+].[K+]. The catalyst is CN(C=O)C. (5) The reactants are Cl[C:2]1[CH:7]=[C:6]([O:8][C:9]2[C:10]([CH3:19])=[N:11][C:12]([N+:16]([O-:18])=[O:17])=[CH:13][C:14]=2[CH3:15])[CH:5]=[CH:4][N:3]=1.[CH3:20][N:21]1[CH:25]=[C:24](B2OC(C)(C)C(C)(C)O2)[CH:23]=[N:22]1.C([O-])([O-])=O.[K+].[K+]. The catalyst is O1CCOCC1.O.C1C=CC([P]([Pd]([P](C2C=CC=CC=2)(C2C=CC=CC=2)C2C=CC=CC=2)([P](C2C=CC=CC=2)(C2C=CC=CC=2)C2C=CC=CC=2)[P](C2C=CC=CC=2)(C2C=CC=CC=2)C2C=CC=CC=2)(C2C=CC=CC=2)C2C=CC=CC=2)=CC=1. The product is [CH3:19][C:10]1[C:9]([O:8][C:6]2[CH:5]=[CH:4][N:3]=[C:2]([C:24]3[CH:23]=[N:22][N:21]([CH3:20])[CH:25]=3)[CH:7]=2)=[C:14]([CH3:15])[CH:13]=[C:12]([N+:16]([O-:18])=[O:17])[N:11]=1. The yield is 0.960. (6) The reactants are C[O:2][C:3]([C@H:5]1[C@H:10]([C:11]2[CH:16]=[CH:15][C:14]([F:17])=[CH:13][CH:12]=2)[CH2:9][CH2:8][N:7](C)[CH2:6]1)=[O:4].ClC(OC(Cl)C)=O.[C:34](O[C:34]([O:36][C:37]([CH3:40])([CH3:39])[CH3:38])=[O:35])([O:36][C:37]([CH3:40])([CH3:39])[CH3:38])=[O:35]. The catalyst is ClCCCl.O1CCOCC1. The product is [C:37]([O:36][C:34]([N:7]1[CH2:8][CH2:9][C@@H:10]([C:11]2[CH:16]=[CH:15][C:14]([F:17])=[CH:13][CH:12]=2)[C@H:5]([C:3]([OH:4])=[O:2])[CH2:6]1)=[O:35])([CH3:38])([CH3:39])[CH3:40]. The yield is 0.800. (7) The reactants are O.[O:2]=[CH:3][C@@H:4]([C@H:6]([C@@H:8]([C@@H:10]([CH2:12][OH:13])[OH:11])[OH:9])[OH:7])[OH:5].[C:14]([O-:26])(=[O:25])[CH2:15][C:16]([CH2:21][C:22]([O-:24])=[O:23])([C:18]([O-:20])=[O:19])[OH:17].[NH4+:27].[NH4+].[NH4+]. No catalyst specified. The product is [C:14]([O-:26])(=[O:25])[CH2:15][C:16]([CH2:21][C:22]([O-:24])=[O:23])([C:18]([O-:20])=[O:19])[OH:17].[NH4+:27].[NH4+:27].[NH4+:27].[O:2]=[CH:3][C@@H:4]([C@H:6]([C@@H:8]([C@@H:10]([CH2:12][OH:13])[OH:11])[OH:9])[OH:7])[OH:5]. The yield is 0.150. (8) The reactants are Cl[C:2]1[O:3][C:4]2[C:5](=[C:7]([C:19]#[N:20])[C:8]([CH3:18])=[C:9]([C:12]3[CH:17]=[CH:16][CH:15]=[CH:14][CH:13]=3)[C:10]=2[F:11])[N:6]=1.C(N(C(C)C)CC)(C)C.[OH:30][CH2:31][CH:32]1[CH2:35][NH:34][CH2:33]1. The catalyst is C(Cl)Cl.C(Cl)(Cl)Cl. The product is [F:11][C:10]1[C:9]([C:12]2[CH:17]=[CH:16][CH:15]=[CH:14][CH:13]=2)=[C:8]([CH3:18])[C:7]([C:19]#[N:20])=[C:5]2[C:4]=1[O:3][C:2]([N:34]1[CH2:35][CH:32]([CH2:31][OH:30])[CH2:33]1)=[N:6]2. The yield is 0.740. (9) The reactants are [F:1][C:2]1[CH:7]=[CH:6][C:5]([CH2:8][NH:9][C:10]([C:12]2[N:13]=[C:14]3[C:20]4([N:23]([CH3:31])[C:24](=[O:30])[C:25]([N:27]([CH3:29])[CH3:28])=[O:26])[CH2:21][CH2:22][C:17]([CH2:32][O:33]S(C5C=CC(C)=CC=5)(=O)=O)([CH2:18][CH2:19]4)[CH2:16][N:15]3[C:44](=[O:47])[C:45]=2[OH:46])=[O:11])=[CH:4][C:3]=1[CH3:48].C([O-])(=O)C.[K+].C([O-])([O-])=O.[K+].[K+].CCO. The catalyst is CN(C)C(=O)C. The product is [F:1][C:2]1[CH:7]=[CH:6][C:5]([CH2:8][NH:9][C:10]([C:12]2[N:13]=[C:14]3[C:20]4([N:23]([CH3:31])[C:24](=[O:30])[C:25]([N:27]([CH3:28])[CH3:29])=[O:26])[CH2:21][CH2:22][C:17]([CH2:32][OH:33])([CH2:18][CH2:19]4)[CH2:16][N:15]3[C:44](=[O:47])[C:45]=2[OH:46])=[O:11])=[CH:4][C:3]=1[CH3:48]. The yield is 0.341. (10) The reactants are [NH:1]1[CH2:6][CH2:5][CH:4]([CH:7]2[O:20][CH2:19][C:18]3[C:17]4[CH:16]=[CH:15][CH:14]=[CH:13][C:12]=4[C:11](=[O:21])[NH:10][C:9]=3[CH2:8]2)[CH2:3][CH2:2]1.CCN(C(C)C)C(C)C.[CH:31]1([C:34](Cl)=[O:35])[CH2:33][CH2:32]1. The catalyst is CN(C=O)C. The product is [CH:31]1([C:34]([N:1]2[CH2:2][CH2:3][CH:4]([CH:7]3[O:20][CH2:19][C:18]4[C:17]5[C:12](=[CH:13][CH:14]=[CH:15][CH:16]=5)[C:11](=[O:21])[NH:10][C:9]=4[CH2:8]3)[CH2:5][CH2:6]2)=[O:35])[CH2:33][CH2:32]1. The yield is 0.520.